This data is from Full USPTO retrosynthesis dataset with 1.9M reactions from patents (1976-2016). The task is: Predict the reactants needed to synthesize the given product. (1) Given the product [CH2:1]([O:8][CH:9]1[CH2:12][C:11]([CH2:13][C:14]#[N:15])([N:16]2[CH:20]=[C:19]([C:21]3[C:22]4[CH:29]=[CH:28][N:27]([CH2:30][O:31][CH2:32][CH2:33][Si:34]([CH3:37])([CH3:36])[CH3:35])[C:23]=4[N:24]=[CH:25][N:26]=3)[CH:18]=[N:17]2)[CH2:10]1)[C:2]1[CH:7]=[CH:6][CH:5]=[CH:4][CH:3]=1, predict the reactants needed to synthesize it. The reactants are: [CH2:1]([O:8][CH:9]1[CH2:12][C:11](=[CH:13][C:14]#[N:15])[CH2:10]1)[C:2]1[CH:7]=[CH:6][CH:5]=[CH:4][CH:3]=1.[NH:16]1[CH:20]=[C:19]([C:21]2[C:22]3[CH:29]=[CH:28][N:27]([CH2:30][O:31][CH2:32][CH2:33][Si:34]([CH3:37])([CH3:36])[CH3:35])[C:23]=3[N:24]=[CH:25][N:26]=2)[CH:18]=[N:17]1.N12CCCN=C1CCCCC2. (2) The reactants are: Br[C:2]1[S:3][CH:4]=[CH:5][N:6]=1.[Cl:7][C:8]1[CH:13]=[CH:12][C:11](B(O)O)=[CH:10][CH:9]=1. Given the product [Cl:7][C:8]1[CH:13]=[CH:12][C:11]([C:2]2[S:3][CH:4]=[CH:5][N:6]=2)=[CH:10][CH:9]=1, predict the reactants needed to synthesize it. (3) Given the product [F:20][C:16]1[CH:15]=[C:14]([N:9]2[CH:10]=[CH:11][C:12](=[O:13])[C:7]([C:5]3[N:29]([C:25]4[CH:26]=[CH:27][CH:28]=[C:23]([F:22])[CH:24]=4)[N:2]=[CH:3][CH:4]=3)=[N:8]2)[CH:19]=[CH:18][CH:17]=1, predict the reactants needed to synthesize it. The reactants are: C[N:2](C)/[CH:3]=[CH:4]/[C:5]([C:7]1[C:12](=[O:13])[CH:11]=[CH:10][N:9]([C:14]2[CH:19]=[CH:18][CH:17]=[C:16]([F:20])[CH:15]=2)[N:8]=1)=O.[F:22][C:23]1[CH:24]=[C:25]([NH:29]N)[CH:26]=[CH:27][CH:28]=1. (4) Given the product [CH3:7][CH:8]([CH3:19])[O:9][C:10]1[CH:15]=[CH:14][C:13]([C:21]2[C:22]([NH2:27])=[N:23][CH:24]=[CH:25][CH:26]=2)=[CH:12][CH:11]=1, predict the reactants needed to synthesize it. The reactants are: C(=O)([O-])[O-].[Na+].[Na+].[CH3:7][CH:8]([CH3:19])[O:9][C:10]1[CH:15]=[CH:14][C:13](B(O)O)=[CH:12][CH:11]=1.Br[C:21]1[C:22]([NH2:27])=[N:23][CH:24]=[CH:25][CH:26]=1. (5) Given the product [C:10]([C:8]1[C:7]([CH3:12])=[CH:6][C:5]([O:13][CH2:14][CH3:15])=[C:4]([CH:9]=1)[C:3]([N:2]([CH3:1])[C:17](=[O:24])[O:19][C:20]([CH3:21])([CH3:22])[CH3:23])=[O:16])#[N:11], predict the reactants needed to synthesize it. The reactants are: [CH3:1][NH:2][C:3](=[O:16])[C:4]1[CH:9]=[C:8]([C:10]#[N:11])[C:7]([CH3:12])=[CH:6][C:5]=1[O:13][CH2:14][CH3:15].[C:17]([O:24]C([O-])=O)([O:19][C:20]([CH3:23])([CH3:22])[CH3:21])=O. (6) Given the product [O:15]1[C:4]2[C:9](=[CH:10][CH:11]=[CH:2][CH:3]=2)[CH:8]=[CH:7][C:6]1=[O:12], predict the reactants needed to synthesize it. The reactants are: O[C:2]1[CH:11]=[CH:10][C:9]2[C:4](=C[C:6]([OH:12])=[CH:7][CH:8]=2)[CH:3]=1.CS(O)(=O)=[O:15]. (7) Given the product [C:11]1([C:10]2[C:4]3[C:5](=[N:6][CH:7]=[C:2]([C:40]#[C:39][Si:35]([CH3:38])([CH3:37])[CH3:36])[N:3]=3)[O:8][C:9]=2[C:17]2[CH:22]=[CH:21][C:20]([C:23]3([NH:27][C:28](=[O:34])[O:29][C:30]([CH3:33])([CH3:32])[CH3:31])[CH2:26][CH2:25][CH2:24]3)=[CH:19][CH:18]=2)[CH:16]=[CH:15][CH:14]=[CH:13][CH:12]=1, predict the reactants needed to synthesize it. The reactants are: Cl[C:2]1[N:3]=[C:4]2[C:10]([C:11]3[CH:16]=[CH:15][CH:14]=[CH:13][CH:12]=3)=[C:9]([C:17]3[CH:22]=[CH:21][C:20]([C:23]4([NH:27][C:28](=[O:34])[O:29][C:30]([CH3:33])([CH3:32])[CH3:31])[CH2:26][CH2:25][CH2:24]4)=[CH:19][CH:18]=3)[O:8][C:5]2=[N:6][CH:7]=1.[Si:35]([C:39]#[CH:40])([CH3:38])([CH3:37])[CH3:36].CN(C=O)C.